This data is from Full USPTO retrosynthesis dataset with 1.9M reactions from patents (1976-2016). The task is: Predict the reactants needed to synthesize the given product. (1) Given the product [NH2:19][C:20]1[CH2:40][O:39][CH2:38][C@@:22]2([C:35]3[CH:34]=[C:33]([C:15]4[C:10]([F:9])=[N:11][CH:12]=[CH:13][CH:14]=4)[CH:32]=[CH:31][C:30]=3[O:29][C:28]3[C:23]2=[CH:24][C:25]([OH:37])=[CH:26][CH:27]=3)[N:21]=1, predict the reactants needed to synthesize it. The reactants are: P([O-])([O-])([O-])=O.[K+].[K+].[K+].[F:9][C:10]1[C:15](B(O)O)=[CH:14][CH:13]=[CH:12][N:11]=1.[NH2:19][C:20]1[CH2:40][O:39][CH2:38][C@@:22]2([C:35]3[CH:34]=[C:33](Br)[CH:32]=[CH:31][C:30]=3[O:29][C:28]3[C:23]2=[CH:24][C:25]([OH:37])=[CH:26][CH:27]=3)[N:21]=1.O. (2) Given the product [CH3:1][N:2]1[C:6]2=[CH:7][CH:8]=[C:9]3[C:14]([N:13]=[C:12]([C:15]4[CH:16]=[C:17]([NH:18][C:28](=[O:32])[CH2:29][CH2:30][CH3:31])[CH:19]=[CH:20][CH:21]=4)[N:11]=[C:10]3[N:22]3[CH2:27][CH2:26][O:25][CH2:24][CH2:23]3)=[C:5]2[CH:4]=[CH:3]1, predict the reactants needed to synthesize it. The reactants are: [CH3:1][N:2]1[C:6]2=[CH:7][CH:8]=[C:9]3[C:14]([N:13]=[C:12]([C:15]4[CH:16]=[C:17]([CH:19]=[CH:20][CH:21]=4)[NH2:18])[N:11]=[C:10]3[N:22]3[CH2:27][CH2:26][O:25][CH2:24][CH2:23]3)=[C:5]2[CH:4]=[CH:3]1.[C:28](Cl)(=[O:32])[CH2:29][CH2:30][CH3:31]. (3) Given the product [C:1]([C:3]1[C:12]2[C:7](=[CH:8][C:9]([C:13]3[CH:14]=[C:15]([CH:20]=[CH:21][C:22]=3[CH3:23])[C:16]([NH:28][CH:25]3[CH2:27][CH2:26]3)=[O:17])=[CH:10][CH:11]=2)[CH:6]=[N:5][N:4]=1)#[N:2], predict the reactants needed to synthesize it. The reactants are: [C:1]([C:3]1[C:12]2[C:7](=[CH:8][C:9]([C:13]3[CH:14]=[C:15]([CH:20]=[CH:21][C:22]=3[CH3:23])[C:16](OC)=[O:17])=[CH:10][CH:11]=2)[CH:6]=[N:5][N:4]=1)#[N:2].Cl.[CH:25]1([NH2:28])[CH2:27][CH2:26]1.CN(C(ON1N=NC2C=CC=NC1=2)=[N+](C)C)C.F[P-](F)(F)(F)(F)F. (4) The reactants are: [Cl:1][C:2]1[N:3]=[N:4][C:5](Cl)=[CH:6][C:7]=1[C:8]([CH3:11])([CH3:10])[CH3:9].[F:13][C:14]1[CH:23]=[CH:22][CH:21]=[C:20]([F:24])[C:15]=1[C:16]([NH:18][NH2:19])=O.Cl.C(N(CC)CC)C. Given the product [Cl:1][C:2]1[C:7]([C:8]([CH3:11])([CH3:10])[CH3:9])=[CH:6][C:5]2[N:4]([C:16]([C:15]3[C:20]([F:24])=[CH:21][CH:22]=[CH:23][C:14]=3[F:13])=[N:18][N:19]=2)[N:3]=1, predict the reactants needed to synthesize it. (5) Given the product [Cl:16][C:17]1[CH:18]=[C:19]([C@H:1]([OH:2])[C@H:3]2[CH2:8][CH2:7][CH2:6][CH2:5][N:4]2[C:9]([O:11][C:12]([CH3:15])([CH3:14])[CH3:13])=[O:10])[CH:20]=[C:21]([F:23])[CH:22]=1, predict the reactants needed to synthesize it. The reactants are: [CH:1]([C@H:3]1[CH2:8][CH2:7][CH2:6][CH2:5][N:4]1[C:9]([O:11][C:12]([CH3:15])([CH3:14])[CH3:13])=[O:10])=[O:2].[Cl:16][C:17]1[CH:18]=[C:19](Br)[CH:20]=[C:21]([F:23])[CH:22]=1.O. (6) Given the product [CH3:61][O:62][CH2:55][CH2:54][NH:56][C:59]([N:41]1[CH2:40][CH2:39][N:38]([CH2:37][CH2:36][N:35]([CH3:44])[C:33](=[O:34])[C:32]2[CH:45]=[CH:46][CH:47]=[C:30]([C:29]([NH:28][C:17]3[CH:18]=[CH:19][C:20]([N:22]4[CH2:27][CH2:26][CH2:25][CH2:24][CH2:23]4)=[CH:21][C:16]=3[C:12]3[CH:11]=[C:10]([C:8](=[O:9])[NH:7][CH2:6][C:5]4[CH:49]=[CH:50][CH:51]=[C:3]([C:2]([F:1])([F:52])[F:53])[CH:4]=4)[CH:15]=[CH:14][N:13]=3)=[O:48])[CH:31]=2)[CH2:43][CH2:42]1)=[O:75], predict the reactants needed to synthesize it. The reactants are: [F:1][C:2]([F:53])([F:52])[C:3]1[CH:4]=[C:5]([CH:49]=[CH:50][CH:51]=1)[CH2:6][NH:7][C:8]([C:10]1[CH:15]=[CH:14][N:13]=[C:12]([C:16]2[CH:21]=[C:20]([N:22]3[CH2:27][CH2:26][CH2:25][CH2:24][CH2:23]3)[CH:19]=[CH:18][C:17]=2[NH:28][C:29](=[O:48])[C:30]2[CH:47]=[CH:46][CH:45]=[C:32]([C:33]([N:35]([CH3:44])[CH2:36][CH2:37][N:38]3[CH2:43][CH2:42][NH:41][CH2:40][CH2:39]3)=[O:34])[CH:31]=2)[CH:11]=1)=[O:9].[CH2:54]([N:56]([CH2:59]C)CC)[CH3:55].[C:61](Cl)(=O)[O:62]C1C=CC([N+]([O-])=O)=CC=1.C(=O)(O)[O-:75].[Na+]. (7) Given the product [F:35][C:32]1[CH:33]=[N:34][C:27]2[N:26]([C:36]3[CH:37]=[C:38]([C:42]4[CH:47]=[CH:46][CH:45]=[CH:44][C:43]=4[CH2:48][N:49]4[CH2:54][CH2:53][O:52][CH2:51][CH2:50]4)[CH:39]=[CH:40][CH:41]=3)[C:25](=[O:55])[N:24]([C@@H:21]3[CH2:22][CH2:23][C@H:18]([NH:17][C:5]([C:2]4([OH:1])[CH2:4][CH2:3]4)=[O:7])[CH2:19][CH2:20]3)[C:29](=[O:30])[C:28]=2[CH:31]=1, predict the reactants needed to synthesize it. The reactants are: [OH:1][C:2]1([C:5]([OH:7])=O)[CH2:4][CH2:3]1.C(N(CC)C(C)C)(C)C.[NH2:17][C@@H:18]1[CH2:23][CH2:22][C@H:21]([N:24]2[C:29](=[O:30])[C:28]3[CH:31]=[C:32]([F:35])[CH:33]=[N:34][C:27]=3[N:26]([C:36]3[CH:37]=[C:38]([C:42]4[CH:47]=[CH:46][CH:45]=[CH:44][C:43]=4[CH2:48][N:49]4[CH2:54][CH2:53][O:52][CH2:51][CH2:50]4)[CH:39]=[CH:40][CH:41]=3)[C:25]2=[O:55])[CH2:20][CH2:19]1.C(OCC)(=O)C.